From a dataset of Reaction yield outcomes from USPTO patents with 853,638 reactions. Predict the reaction yield, written as a fraction of the theoretical maximum amount of product (1.0 means a 100% yield; for example, 0.34 means a 34% yield). The reactants are [Br:1][CH2:2][CH2:3][CH2:4][CH2:5][CH2:6][CH2:7][CH2:8][CH2:9][CH2:10]Br.[N:12]1[CH:17]=[CH:16][CH:15]=[CH:14][CH:13]=1. The yield is 0.870. The product is [Br-:1].[Br-:1].[CH2:2]([N+:12]1[CH:17]=[CH:16][CH:15]=[CH:14][CH:13]=1)[CH2:3][CH2:4][CH2:5][CH2:6][CH2:7][CH2:8][CH2:9][CH2:10][N+:12]1[CH:17]=[CH:16][CH:15]=[CH:14][CH:13]=1. No catalyst specified.